From a dataset of Reaction yield outcomes from USPTO patents with 853,638 reactions. Predict the reaction yield, written as a fraction of the theoretical maximum amount of product (1.0 means a 100% yield; for example, 0.34 means a 34% yield). (1) The reactants are N1C=CN=[C:2]1[NH:6][C:7]([C:9]1[C:17]2[N:16]=[C:15]([NH:18][C:19]([C:21]3[N:22]=[CH:23][C:24]4[C:29]([CH:30]=3)=[CH:28][CH:27]=[CH:26][CH:25]=4)=[O:20])[NH:14][C:13]=2[CH:12]=[CH:11][CH:10]=1)=[O:8].CN(C(ON1N=NC2C=CC=CC1=2)=[N+](C)C)C.F[P-](F)(F)(F)(F)F.CCN(C(C)C)C(C)C.[F:64][C:65]1[CH:73]=[CH:72][C:68]([CH2:69]NC)=[CH:67][CH:66]=1. The catalyst is CN(C=O)C. The product is [F:64][C:65]1[CH:73]=[CH:72][C:68]([CH2:69][N:6]([CH3:2])[C:7]([C:9]2[C:17]3[NH:16][C:15]([NH:18][C:19]([C:21]4[N:22]=[CH:23][C:24]5[C:29]([CH:30]=4)=[CH:28][CH:27]=[CH:26][CH:25]=5)=[O:20])=[N:14][C:13]=3[CH:12]=[CH:11][CH:10]=2)=[O:8])=[CH:67][CH:66]=1. The yield is 0.660. (2) The reactants are O=[C:2]([C:6]1[CH:11]=[CH:10][CH:9]=[CH:8][N:7]=1)[CH2:3][C:4]#[N:5].[CH3:12][NH:13][NH2:14]. The catalyst is C(O)C. The product is [CH3:12][N:13]1[C:4]([NH2:5])=[CH:3][C:2]([C:6]2[CH:11]=[CH:10][CH:9]=[CH:8][N:7]=2)=[N:14]1. The yield is 0.630. (3) The reactants are [Br:1][CH2:2][C@@H:3]([OH:13])[CH2:4][CH2:5][C:6]1[CH:11]=[CH:10][CH:9]=[CH:8][C:7]=1O.C1(P(C2C=CC=CC=2)C2C=CC=CC=2)C=CC=CC=1.CC(OC(/N=N/C(OC(C)C)=O)=O)C. The catalyst is O1CCCC1. The product is [Br:1][CH2:2][C@H:3]1[CH2:4][CH2:5][C:6]2[C:7](=[CH:8][CH:9]=[CH:10][CH:11]=2)[O:13]1. The yield is 0.820. (4) The reactants are N[C:2]1[CH:7]=[CH:6][CH:5]=[CH:4][C:3]=1[S:8]([NH:11][C:12]1[CH:13]=[CH:14][C:15]([O:22][CH2:23][C:24]2[CH:29]=[CH:28][CH:27]=[CH:26][CH:25]=2)=[C:16]2[C:21]=1[N:20]=[CH:19][CH:18]=[CH:17]2)(=[O:10])=[O:9].N(OC(C)(C)C)=O.CC(O)=O. The catalyst is C1COCC1. The product is [CH2:23]([O:22][C:15]1[CH:14]=[CH:13][C:12]([NH:11][S:8]([C:3]2[CH:4]=[CH:5][CH:6]=[CH:7][CH:2]=2)(=[O:10])=[O:9])=[C:21]2[C:16]=1[CH:17]=[CH:18][CH:19]=[N:20]2)[C:24]1[CH:25]=[CH:26][CH:27]=[CH:28][CH:29]=1. The yield is 0.0500.